From a dataset of Catalyst prediction with 721,799 reactions and 888 catalyst types from USPTO. Predict which catalyst facilitates the given reaction. (1) Reactant: [NH2:1][CH:2]([C:5]([N:7]1[CH2:11][C@H:10]([C:12]2[CH:17]=[CH:16][CH:15]=[CH:14][CH:13]=2)[C@@H:9]([O:18][C@@H:19]([C:21]2[CH:26]=[C:25]([C:27]([F:30])([F:29])[F:28])[CH:24]=[C:23]([C:31]([F:34])([F:33])[F:32])[CH:22]=2)[CH3:20])[CH2:8]1)=[O:6])[CH2:3][OH:4].C(N(CC)CC)C.[C:42](Cl)(Cl)=[O:43]. Product: [F:33][C:31]([F:34])([F:32])[C:23]1[CH:22]=[C:21]([C@H:19]([O:18][C@@H:9]2[C@@H:10]([C:12]3[CH:13]=[CH:14][CH:15]=[CH:16][CH:17]=3)[CH2:11][N:7]([C:5]([CH:2]3[CH2:3][O:4][C:42](=[O:43])[NH:1]3)=[O:6])[CH2:8]2)[CH3:20])[CH:26]=[C:25]([C:27]([F:28])([F:29])[F:30])[CH:24]=1. The catalyst class is: 390. (2) Reactant: [S:1]1[CH:5]=[CH:4][N:3]=[C:2]1[C:6]1[CH:10]=[C:9]([CH2:11][CH2:12][CH:13]=O)[O:8][N:7]=1.[CH3:15][O:16][C:17]1[CH:22]=[CH:21][CH:20]=[CH:19][C:18]=1[N:23]1[CH2:28][CH2:27][NH:26][CH2:25][CH2:24]1.[BH-](OC(C)=O)(OC(C)=O)OC(C)=O.[Na+]. Product: [CH3:15][O:16][C:17]1[CH:22]=[CH:21][CH:20]=[CH:19][C:18]=1[N:23]1[CH2:28][CH2:27][N:26]([CH2:13][CH2:12][CH2:11][C:9]2[O:8][N:7]=[C:6]([C:2]3[S:1][CH:5]=[CH:4][N:3]=3)[CH:10]=2)[CH2:25][CH2:24]1. The catalyst class is: 2. (3) The catalyst class is: 1. Product: [CH3:1][C:2]1[CH:3]=[C:4]([NH:16][C:17]2[C:26]3[C:21](=[CH:22][CH:23]=[CH:24][C:25]=3[O:27][C@H:28]([CH3:33])[C:29]([N:37]3[CH2:38][CH2:39][C@@H:35]([OH:34])[CH2:36]3)=[O:30])[N:20]=[CH:19][N:18]=2)[CH:5]=[CH:6][C:7]=1[O:8][CH2:9][C:10]1[CH:15]=[CH:14][CH:13]=[CH:12][N:11]=1. Reactant: [CH3:1][C:2]1[CH:3]=[C:4]([NH:16][C:17]2[C:26]3[C:21](=[CH:22][CH:23]=[CH:24][C:25]=3[O:27][C@H:28]([CH3:33])[C:29](OC)=[O:30])[N:20]=[CH:19][N:18]=2)[CH:5]=[CH:6][C:7]=1[O:8][CH2:9][C:10]1[CH:15]=[CH:14][CH:13]=[CH:12][N:11]=1.[OH:34][C@@H:35]1[CH2:39][CH2:38][NH:37][CH2:36]1. (4) Reactant: [C:1]([C:3](=[CH:7][CH:8]([CH3:10])[CH3:9])[C:4]([OH:6])=O)#[N:2].[NH:11]1[CH2:14][CH:13]([CH2:15][N:16]2[C:20]3=[N:21][CH:22]=[N:23][C:24]([NH2:25])=[C:19]3[C:18]([C:26]3[CH:31]=[CH:30][C:29]([O:32][C:33]4[CH:38]=[CH:37][CH:36]=[CH:35][CH:34]=4)=[CH:28][C:27]=3[F:39])=[N:17]2)[CH2:12]1.C1CN([P+](ON2N=NC3C=CC=NC2=3)(N2CCCC2)N2CCCC2)CC1.F[P-](F)(F)(F)(F)F. Product: [NH2:25][C:24]1[N:23]=[CH:22][N:21]=[C:20]2[N:16]([CH2:15][CH:13]3[CH2:14][N:11]([C:4]([C:3](=[CH:7][CH:8]([CH3:10])[CH3:9])[C:1]#[N:2])=[O:6])[CH2:12]3)[N:17]=[C:18]([C:26]3[CH:31]=[CH:30][C:29]([O:32][C:33]4[CH:34]=[CH:35][CH:36]=[CH:37][CH:38]=4)=[CH:28][C:27]=3[F:39])[C:19]=12. The catalyst class is: 2. (5) Reactant: CC1(C)C(C)(C)OB([C:9]2[CH:17]=[CH:16][CH:15]=[C:14]3[C:10]=2[CH:11]=[CH:12][NH:13]3)O1.Br[C:20]1[CH:21]=[C:22]([F:26])[CH:23]=[CH:24][CH:25]=1.[OH-].[Na+]. Product: [F:26][C:22]1[CH:21]=[C:20]([C:9]2[CH:17]=[CH:16][CH:15]=[C:14]3[C:10]=2[CH:11]=[CH:12][NH:13]3)[CH:25]=[CH:24][CH:23]=1. The catalyst class is: 602. (6) Reactant: [CH:1]1[CH:2]=[C:3]([F:17])[C:4]([CH2:8][N:9]2[N:13]=[N:12]C(C(N)=O)=C2)=[C:5]([F:7])[CH:6]=1.FC1C=CC=C(F)C=1CCl.[N-]=[N+]=[N-].[Na+]. Product: [F:7][C:5]1[CH:6]=[CH:1][CH:2]=[C:3]([F:17])[C:4]=1[CH2:8][N:9]=[N+:13]=[N-:12]. The catalyst class is: 16. (7) Reactant: Cl[C:2]1[C:7]([N+:8]([O-])=O)=[CH:6][C:5]([C:11]([F:14])([F:13])[F:12])=[CH:4][N:3]=1.NO.Cl. Product: [F:14][C:11]([F:12])([F:13])[C:5]1[CH:6]=[C:7]([NH2:8])[CH:2]=[N:3][CH:4]=1. The catalyst class is: 19. (8) Reactant: [NH2:1][C:2]1[C:9]([F:10])=[CH:8][C:7]([CH2:11][C@H:12]2[C@H:20]3[C@@H:16]([N:17]([CH2:22][C:23]4[CH:28]=[CH:27][CH:26]=[C:25]([C:29]([CH3:32])([CH3:31])[CH3:30])[CH:24]=4)C(=O)[O:19]3)[CH2:15][S:14](=[O:34])(=[O:33])[CH2:13]2)=[CH:6][C:3]=1[CH:4]=O.[CH2:35]([NH2:37])[CH3:36].CO.[BH3-]C#N.[Na+].C([O-])([O-])=O.[K+].[K+].C(Cl)[Cl:51].CO. Product: [ClH:51].[NH2:1][C:2]1[C:9]([F:10])=[CH:8][C:7]([CH2:11][C@H:12]2[C@H:20]([OH:19])[C@@H:16]([NH:17][CH2:22][C:23]3[CH:28]=[CH:27][CH:26]=[C:25]([C:29]([CH3:32])([CH3:31])[CH3:30])[CH:24]=3)[CH2:15][S:14](=[O:34])(=[O:33])[CH2:13]2)=[CH:6][C:3]=1[CH2:4][NH:37][CH2:35][CH3:36]. The catalyst class is: 52.